The task is: Predict the reactants needed to synthesize the given product.. This data is from Full USPTO retrosynthesis dataset with 1.9M reactions from patents (1976-2016). (1) Given the product [C:1]([O:5][C@@H:6]([C:12]1[C:37]([CH3:38])=[CH:36][C:15]2[N:16]=[C:17]([C:19]3[CH:24]=[CH:23][N:22]=[C:21]([C:25]4[CH:26]=[C:27]5[C:32](=[CH:33][CH:34]=4)[N:31]([CH3:46])[C:30](=[O:35])[CH:29]=[CH:28]5)[CH:20]=3)[S:18][C:14]=2[C:13]=1[C:39]1[CH:40]=[CH:41][C:42]([Cl:45])=[CH:43][CH:44]=1)[C:7]([O:9][CH2:10][CH3:11])=[O:8])([CH3:2])([CH3:3])[CH3:4], predict the reactants needed to synthesize it. The reactants are: [C:1]([O:5][C@@H:6]([C:12]1[C:37]([CH3:38])=[CH:36][C:15]2[N:16]=[C:17]([C:19]3[CH:24]=[CH:23][N:22]=[C:21]([C:25]4[CH:26]=[C:27]5[C:32](=[CH:33][CH:34]=4)[NH:31][C:30](=[O:35])[CH:29]=[CH:28]5)[CH:20]=3)[S:18][C:14]=2[C:13]=1[C:39]1[CH:44]=[CH:43][C:42]([Cl:45])=[CH:41][CH:40]=1)[C:7]([O:9][CH2:10][CH3:11])=[O:8])([CH3:4])([CH3:3])[CH3:2].[C:46]([O-])([O-])=O.[Cs+].[Cs+].CI. (2) Given the product [I:1][C:2]1[CH:3]=[C:4]2[C:8](=[CH:9][CH:10]=1)[NH:7][C:6](=[O:11])[C:5]2=[N:37][NH:36][C:34]([C:33]1[CH:45]=[CH:46][C:30]([NH:29][C:27](=[O:28])[CH2:26][CH2:25][CH2:15][C:13]([O:19][CH3:48])=[O:14])=[CH:31][CH:32]=1)=[O:35], predict the reactants needed to synthesize it. The reactants are: [I:1][C:2]1[CH:3]=[C:4]2[C:8](=[CH:9][CH:10]=1)[NH:7][C:6](=[O:11])[C:5]2=O.[C:13]([OH:19])([C:15](F)(F)F)=[O:14].COC(=O)CC[CH2:25][CH2:26][C:27]([NH:29][C:30]1[CH:46]=[CH:45][C:33]([C:34]([NH:36][NH:37]C(OC(C)(C)C)=O)=[O:35])=[CH:32][CH:31]=1)=[O:28].[C:48](O)(=O)C. (3) Given the product [Br:21][C:22]1[CH:23]=[N:24][CH:25]=[CH:26][C:27]=1[O:12][CH2:11][CH:1]1[CH2:10][CH2:5][CH2:6][CH2:7][CH2:8]1, predict the reactants needed to synthesize it. The reactants are: [C:1]12([CH2:11][OH:12])[CH2:10][CH:5]3[CH2:6][CH:7](CC(C3)C1)[CH2:8]2.C1(CO)CCCCC1.[Br:21][C:22]1[CH:23]=[N:24][CH:25]=[CH:26][C:27]=1Cl.BrC1C=NC=CC=1F. (4) Given the product [Si:23]([O:1][CH2:2][C:3]([CH3:9])([CH3:8])[C:4]([O:6][CH3:7])=[O:5])([C:19]([CH3:22])([CH3:21])[CH3:20])([CH3:26])[CH3:25], predict the reactants needed to synthesize it. The reactants are: [OH:1][CH2:2][C:3]([CH3:9])([CH3:8])[C:4]([O:6][CH3:7])=[O:5].C(N(CC)C(C)C)(C)C.[C:19]([Si:23]([CH3:26])([CH3:25])Cl)([CH3:22])([CH3:21])[CH3:20]. (5) Given the product [F:6][C:7]1[CH:8]=[C:9]([N+:14]([O-:16])=[O:15])[CH:10]=[CH:11][C:12]=1[NH:14][C@H:9]([CH2:8][CH3:7])[CH2:1][OH:4], predict the reactants needed to synthesize it. The reactants are: [C:1](=[O:4])(O)[O-].[Na+].[F:6][C:7]1[CH:8]=[C:9]([N+:14]([O-:16])=[O:15])[CH:10]=[CH:11][C:12]=1F.